This data is from Catalyst prediction with 721,799 reactions and 888 catalyst types from USPTO. The task is: Predict which catalyst facilitates the given reaction. (1) Reactant: [CH2:1]([O:3][C:4]1[C:9]([O:10][CH3:11])=[CH:8][C:7]([C:12]2[CH:17]=[CH:16][C:15]([N:18]([CH3:42])[CH2:19][CH2:20][N:21]([C:23]3[CH:24]=[CH:25][C:26]([C:29]4[CH:34]=[C:33]([O:35][CH3:36])[C:32]([O:37][CH2:38][CH3:39])=[C:31]([O:40][CH3:41])[CH:30]=4)=[N:27][CH:28]=3)[CH3:22])=[CH:14][N:13]=2)=[CH:6][C:5]=1[O:43][CH3:44])[CH3:2].[CH3:45][S:46]([OH:49])(=[O:48])=[O:47]. Product: [CH3:45][S:46]([OH:49])(=[O:48])=[O:47].[CH3:45][S:46]([OH:49])(=[O:48])=[O:47].[CH2:38]([O:37][C:32]1[C:31]([O:40][CH3:41])=[CH:30][C:29]([C:26]2[CH:25]=[CH:24][C:23]([N:21]([CH3:22])[CH2:20][CH2:19][N:18]([C:15]3[CH:16]=[CH:17][C:12]([C:7]4[CH:8]=[C:9]([O:10][CH3:11])[C:4]([O:3][CH2:1][CH3:2])=[C:5]([O:43][CH3:44])[CH:6]=4)=[N:13][CH:14]=3)[CH3:42])=[CH:28][N:27]=2)=[CH:34][C:33]=1[O:35][CH3:36])[CH3:39]. The catalyst class is: 5. (2) Reactant: [CH3:1][C:2]1[C:6]([C:7]([O:9][CH2:10][CH3:11])=[O:8])=[C:5]([S:12][CH3:13])[S:4][C:3]=1[C:14]([O:16][CH2:17][CH3:18])=[O:15].[Br:19]N1C(=O)CCC1=O.N(C(C)(C)C#N)=NC(C)(C)C#N.O. The catalyst class is: 159. Product: [Br:19][CH2:1][C:2]1[C:6]([C:7]([O:9][CH2:10][CH3:11])=[O:8])=[C:5]([S:12][CH3:13])[S:4][C:3]=1[C:14]([O:16][CH2:17][CH3:18])=[O:15].